From a dataset of Forward reaction prediction with 1.9M reactions from USPTO patents (1976-2016). Predict the product of the given reaction. (1) Given the reactants O.C([O:9][C:10]1[CH:18]=[C:17]2[C:13]([C:14]([CH:25]([O:27][CH3:28])[CH3:26])=[N:15][N:16]2[CH:19]2[CH2:24][CH2:23][CH2:22][CH2:21][O:20]2)=[CH:12][CH:11]=1)C1C=CC=CC=1.[H][H], predict the reaction product. The product is: [CH3:28][O:27][CH:25]([C:14]1[C:13]2[C:17](=[CH:18][C:10]([OH:9])=[CH:11][CH:12]=2)[N:16]([CH:19]2[CH2:24][CH2:23][CH2:22][CH2:21][O:20]2)[N:15]=1)[CH3:26]. (2) Given the reactants C(O[C:6]([N:8]1[CH2:12][C:11](=[CH:13][C:14]#[N:15])[CH2:10][C@H:9]1[C:16](O)=O)=[O:7])(C)(C)C.[C:19]1([C:28]2[CH:33]=[CH:32][CH:31]=[CH:30][CH:29]=2)[CH:24]=[CH:23][C:22](C(Cl)=O)=[CH:21][CH:20]=1.[C:34]1([NH2:41])[C:35]([NH2:40])=[CH:36][CH:37]=[CH:38][CH:39]=1, predict the reaction product. The product is: [NH:40]1[C:35]2[CH:36]=[CH:37][CH:38]=[CH:39][C:34]=2[N:41]=[C:16]1[CH:9]1[N:8]([C:6]([C:31]2[CH:30]=[CH:29][C:28]([C:19]3[CH:20]=[CH:21][CH:22]=[CH:23][CH:24]=3)=[CH:33][CH:32]=2)=[O:7])[CH2:12][C:11](=[CH:13][C:14]#[N:15])[CH2:10]1. (3) Given the reactants [Br:1][C:2]1[CH:7]=[C:6]([NH:8][CH3:9])[C:5]([NH2:10])=[CH:4][CH:3]=1.[C:11](O)(=O)[CH2:12][CH:13]([CH3:15])[CH3:14].C(N(CC)C(C)C)(C)C.CN(C(ON1N=NC2C=CC=NC1=2)=[N+](C)C)C.F[P-](F)(F)(F)(F)F.[Cl-].[Cl-].[Ca+2], predict the reaction product. The product is: [Br:1][C:2]1[CH:3]=[CH:4][C:5]2[N:10]=[C:11]([CH2:12][CH:13]([CH3:15])[CH3:14])[N:8]([CH3:9])[C:6]=2[CH:7]=1. (4) Given the reactants C(Cl)(=O)C(Cl)=O.CS(C)=O.[CH:11]([N:24]1[CH2:27][CH:26]([OH:28])[CH2:25]1)([C:18]1[CH:23]=[CH:22][CH:21]=[CH:20][CH:19]=1)[C:12]1[CH:17]=[CH:16][CH:15]=[CH:14][CH:13]=1.C(N(CC)CC)C.Cl.[OH-].[Na+], predict the reaction product. The product is: [CH:11]([N:24]1[CH2:27][C:26](=[O:28])[CH2:25]1)([C:18]1[CH:23]=[CH:22][CH:21]=[CH:20][CH:19]=1)[C:12]1[CH:13]=[CH:14][CH:15]=[CH:16][CH:17]=1.